This data is from Forward reaction prediction with 1.9M reactions from USPTO patents (1976-2016). The task is: Predict the product of the given reaction. (1) Given the reactants C([O:4][CH2:5][C:6]1[CH:11]=[CH:10][C:9]([C:12]2[O:16][N:15]=[C:14]([CH3:17])[C:13]=2[NH:18][C:19]([O:21][C@@H:22]([C:24]2[CH:29]=[CH:28][CH:27]=[CH:26][CH:25]=2)[CH3:23])=[O:20])=[CH:8][CH:7]=1)(=O)C.CO.C(=O)([O-])[O-].[K+].[K+], predict the reaction product. The product is: [C:24]1([C@H:22]([O:21][C:19](=[O:20])[NH:18][C:13]2[C:14]([CH3:17])=[N:15][O:16][C:12]=2[C:9]2[CH:8]=[CH:7][C:6]([CH2:5][OH:4])=[CH:11][CH:10]=2)[CH3:23])[CH:25]=[CH:26][CH:27]=[CH:28][CH:29]=1. (2) Given the reactants Cl[CH2:2][C:3]1[N:4]=[C:5]2[CH:10]=[CH:9][CH:8]=[CH:7][N:6]2[CH:11]=1.[OH:12][C:13]1[CH:34]=[CH:33][C:16]([CH2:17][O:18]/[N:19]=[C:20](/[C:27]2[CH:32]=[CH:31][CH:30]=[CH:29][CH:28]=2)\[CH2:21][CH2:22][C:23]([O:25][CH3:26])=[O:24])=[CH:15][CH:14]=1.C(=O)([O-])[O-].[K+].[K+].CN(C)C=O, predict the reaction product. The product is: [N:4]1[C:3]([CH2:2][O:12][C:13]2[CH:14]=[CH:15][C:16]([CH2:17][O:18]/[N:19]=[C:20](/[C:27]3[CH:28]=[CH:29][CH:30]=[CH:31][CH:32]=3)\[CH2:21][CH2:22][C:23]([O:25][CH3:26])=[O:24])=[CH:33][CH:34]=2)=[CH:11][N:6]2[CH:7]=[CH:8][CH:9]=[CH:10][C:5]=12. (3) Given the reactants [H-].[H-].[H-].[H-].[Li+].[Al+3].[OH:7][CH2:8][CH2:9][CH2:10][O:11][C:12]1[C:17]([O:18][CH3:19])=[CH:16][C:15]([O:20][CH3:21])=[CH:14][C:13]=1[NH:22][C:23]1[C:24]([NH:33][S:34]([C:37]2[CH:47]=[CH:46][C:40]([C:41]([N:43]([CH3:45])[CH3:44])=O)=[CH:39][CH:38]=2)(=[O:36])=[O:35])=[N:25][C:26]2[C:31]([N:32]=1)=[CH:30][CH:29]=[CH:28][CH:27]=2, predict the reaction product. The product is: [CH3:44][N:43]([CH2:41][C:40]1[CH:39]=[CH:38][C:37]([S:34]([NH:33][C:24]2[C:23]([NH:22][C:13]3[CH:14]=[C:15]([O:20][CH3:21])[CH:16]=[C:17]([O:18][CH3:19])[C:12]=3[O:11][CH2:10][CH2:9][CH2:8][OH:7])=[N:32][C:31]3[C:26](=[CH:27][CH:28]=[CH:29][CH:30]=3)[N:25]=2)(=[O:35])=[O:36])=[CH:47][CH:46]=1)[CH3:45]. (4) Given the reactants [NH:1]1[CH2:6][CH2:5][CH:4]([OH:7])[CH2:3][CH2:2]1.C([O-])([O-])=O.[K+].[K+].[CH:14]1(Br)[CH2:17][CH2:16][CH2:15]1, predict the reaction product. The product is: [CH:14]1([N:1]2[CH2:6][CH2:5][CH:4]([OH:7])[CH2:3][CH2:2]2)[CH2:17][CH2:16][CH2:15]1. (5) Given the reactants [C:1]([O:9]CC)(=O)[C:2]1[CH:7]=[CH:6][CH:5]=[CH:4][CH:3]=1.O.[NH2:13][NH2:14], predict the reaction product. The product is: [C:1]([NH:13][NH2:14])(=[O:9])[C:2]1[CH:7]=[CH:6][CH:5]=[CH:4][CH:3]=1. (6) The product is: [CH2:23]([N:5]1[C:6]([C:7]([O:9][CH3:10])=[O:8])=[C:2]([Br:1])[C:3]([O:11][CH2:12][C@@H:13]([NH:15][C:16]([O:18][C:19]([CH3:21])([CH3:20])[CH3:22])=[O:17])[CH3:14])=[N:4]1)[C:24]1[CH:29]=[CH:28][CH:27]=[CH:26][CH:25]=1. Given the reactants [Br:1][C:2]1[C:3]([O:11][CH2:12][C@@H:13]([NH:15][C:16]([O:18][C:19]([CH3:22])([CH3:21])[CH3:20])=[O:17])[CH3:14])=[N:4][NH:5][C:6]=1[C:7]([O:9][CH3:10])=[O:8].[CH2:23](Br)[C:24]1[CH:29]=[CH:28][CH:27]=[CH:26][CH:25]=1, predict the reaction product. (7) Given the reactants C[Si]([N-][Si](C)(C)C)(C)C.[Na+].[CH3:11][O:12][C:13](=[O:23])[CH2:14][CH2:15][C:16]1[C:17](=[O:22])[NH:18][CH2:19][CH2:20][CH:21]=1.[CH2:24](Br)[CH:25]=[CH2:26], predict the reaction product. The product is: [CH3:11][O:12][C:13](=[O:23])[CH2:14][CH2:15][C:16]1[C:17](=[O:22])[N:18]([CH2:26][CH:25]=[CH2:24])[CH2:19][CH2:20][CH:21]=1.